Dataset: Peptide-MHC class II binding affinity with 134,281 pairs from IEDB. Task: Regression. Given a peptide amino acid sequence and an MHC pseudo amino acid sequence, predict their binding affinity value. This is MHC class II binding data. (1) The peptide sequence is AFKVAATAANAAFAN. The MHC is DRB1_0802 with pseudo-sequence DRB1_0802. The binding affinity (normalized) is 0.960. (2) The peptide sequence is GELQIVDTIDAAFKI. The MHC is DRB3_0101 with pseudo-sequence DRB3_0101. The binding affinity (normalized) is 0.699. (3) The peptide sequence is YKFIPSLEAAVKQAY. The MHC is HLA-DQA10501-DQB10201 with pseudo-sequence HLA-DQA10501-DQB10201. The binding affinity (normalized) is 0.292. (4) The MHC is DRB5_0101 with pseudo-sequence DRB5_0101. The binding affinity (normalized) is 0.898. The peptide sequence is GKEELQEIPTMLKKG. (5) The peptide sequence is ILPIAEMSVVAMEFG. The MHC is DRB1_1001 with pseudo-sequence DRB1_1001. The binding affinity (normalized) is 0.392. (6) The peptide sequence is TMSLYMAISPKFTTS. The MHC is DRB1_0101 with pseudo-sequence DRB1_0101. The binding affinity (normalized) is 1.00. (7) The binding affinity (normalized) is 0.728. The peptide sequence is YDKFLANVWTVLTGK. The MHC is DRB3_0202 with pseudo-sequence DRB3_0202.